From a dataset of Full USPTO retrosynthesis dataset with 1.9M reactions from patents (1976-2016). Predict the reactants needed to synthesize the given product. Given the product [CH2:1]([O:3][C:4](=[O:25])[C:5]([CH3:7])([O:8][C:9]1[CH:10]=[CH:11][C:12]([CH2:15][NH:16][CH3:17])=[CH:13][CH:14]=1)[CH3:6])[CH3:2], predict the reactants needed to synthesize it. The reactants are: [CH2:1]([O:3][C:4](=[O:25])[C:5]([O:8][C:9]1[CH:14]=[CH:13][C:12]([CH2:15][N:16](C(OC(C)(C)C)=O)[CH3:17])=[CH:11][CH:10]=1)([CH3:7])[CH3:6])[CH3:2].C(O)(C(F)(F)F)=O.